From a dataset of CYP2D6 inhibition data for predicting drug metabolism from PubChem BioAssay. Regression/Classification. Given a drug SMILES string, predict its absorption, distribution, metabolism, or excretion properties. Task type varies by dataset: regression for continuous measurements (e.g., permeability, clearance, half-life) or binary classification for categorical outcomes (e.g., BBB penetration, CYP inhibition). Dataset: cyp2d6_veith. The drug is CO[C@@H]1COC(=O)[C@@H](OCc2ccccc2)/C=C\[C@H](C)[C@@H](OC)COC(=O)[C@@H](CCSC)NC(=O)C/C=C\[C@H]1C. The result is 0 (non-inhibitor).